Dataset: Catalyst prediction with 721,799 reactions and 888 catalyst types from USPTO. Task: Predict which catalyst facilitates the given reaction. (1) Reactant: [Br:1]Br.[CH3:3][C:4]1[C:13]2[C:8](=[CH:9][CH:10]=[CH:11][CH:12]=2)[C:7]([C:14]2[C:15]3[C:20]([CH:21]=[C:22]4[C:27]=2[CH:26]=[CH:25][CH:24]=[CH:23]4)=[CH:19][CH:18]=[CH:17][CH:16]=3)=[CH:6][CH:5]=1. Product: [Br:1][C:21]1[C:22]2[C:27]([C:14]([C:7]3[C:8]4[C:13](=[CH:12][CH:11]=[CH:10][CH:9]=4)[C:4]([CH3:3])=[CH:5][CH:6]=3)=[C:15]3[C:20]=1[CH:19]=[CH:18][CH:17]=[CH:16]3)=[CH:26][CH:25]=[CH:24][CH:23]=2. The catalyst class is: 429. (2) Reactant: [O:1]1[C:9]2[C:4](=[N:5][CH:6]=[CH:7][CH:8]=2)[NH:3][C:2]1=[O:10].[Cl:11][C:12]1[C:17]([F:18])=[CH:16][C:15]([CH2:19]Cl)=[CH:14][N:13]=1.C(=O)([O-])[O-].[Cs+].[Cs+].[I-].[Cs+]. Product: [Cl:11][C:12]1[N:13]=[CH:14][C:15]([CH2:19][N:5]2[CH:6]=[CH:7][CH:8]=[C:9]3[O:1][C:2](=[O:10])[N:3]=[C:4]23)=[CH:16][C:17]=1[F:18]. The catalyst class is: 3. (3) Reactant: [Br:1][C:2]1[CH:7]=[CH:6][CH:5]=[CH:4][C:3]=1[CH2:8][CH2:9][CH2:10]OS(C)(=O)=O.[C-:16]#[N:17].[K+].O. Product: [Br:1][C:2]1[CH:7]=[CH:6][CH:5]=[CH:4][C:3]=1[CH2:8][CH2:9][CH2:10][C:16]#[N:17]. The catalyst class is: 3. (4) Reactant: [C:1]12([S:11][CH2:12][C:13]([N:15]([CH3:22])[CH2:16][C:17]3[S:18][CH:19]=[CH:20][CH:21]=3)=[O:14])[CH2:10][CH:5]3[CH2:6][CH:7]([CH2:9][CH:3]([CH2:4]3)[CH2:2]1)[CH2:8]2.C1C=C(Cl)C=C(C(OO)=[O:31])C=1. Product: [C:1]12([S:11]([CH2:12][C:13]([N:15]([CH3:22])[CH2:16][C:17]3[S:18][CH:19]=[CH:20][CH:21]=3)=[O:14])=[O:31])[CH2:2][CH:3]3[CH2:4][CH:5]([CH2:6][CH:7]([CH2:9]3)[CH2:8]1)[CH2:10]2. The catalyst class is: 2.